Dataset: Reaction yield outcomes from USPTO patents with 853,638 reactions. Task: Predict the reaction yield, written as a fraction of the theoretical maximum amount of product (1.0 means a 100% yield; for example, 0.34 means a 34% yield). (1) The reactants are C([O-])([O-])=O.[K+].[K+].F[C:8]1[CH:15]=[CH:14][C:11]([CH:12]=[O:13])=[CH:10][CH:9]=1.[Br:16][C:17]1[CH:18]=[C:19]([CH:23]=[CH:24][C:25]=1[OH:26])[C:20]([NH2:22])=[O:21]. The catalyst is CN(C=O)C. The product is [Br:16][C:17]1[CH:18]=[C:19]([CH:23]=[CH:24][C:25]=1[O:26][C:8]1[CH:15]=[CH:14][C:11]([CH:12]=[O:13])=[CH:10][CH:9]=1)[C:20]([NH2:22])=[O:21]. The yield is 0.580. (2) The reactants are [Cl:1][C:2]1[N:7]=[C:6]([N:8]([C:24]([O:26][C:27]([CH3:30])([CH3:29])[CH3:28])=[O:25])[N:9]([C:17]([O:19][C:20]([CH3:23])([CH3:22])[CH3:21])=[O:18])[C:10]([O:12][C:13]([CH3:16])([CH3:15])[CH3:14])=[O:11])[C:5]([F:31])=[C:4](Cl)[N:3]=1.C(N(CC)CC)C.[S:40]1[CH:44]=[CH:43][C:42]([CH2:45][NH2:46])=[CH:41]1. The catalyst is C1COCC1.O. The product is [Cl:1][C:2]1[N:7]=[C:6]([N:8]([C:24]([O:26][C:27]([CH3:28])([CH3:30])[CH3:29])=[O:25])[N:9]([C:17]([O:19][C:20]([CH3:21])([CH3:22])[CH3:23])=[O:18])[C:10]([O:12][C:13]([CH3:15])([CH3:16])[CH3:14])=[O:11])[C:5]([F:31])=[C:4]([NH:46][CH2:45][C:42]2[CH:43]=[CH:44][S:40][CH:41]=2)[N:3]=1. The yield is 0.990. (3) The yield is 0.600. The catalyst is C(OCC)C. The reactants are [OH2:1].[OH2:2].[Cr](O[Cr]([O-])(=O)=O)([O-])(=O)=O.[Na+].[Na+].[N+:14]([C:17]1[CH:22]=[C:21]([S:23]([F:28])([F:27])([F:26])([F:25])[F:24])[CH:20]=[C:19]([N+:29]([O-:31])=[O:30])[C:18]=1[CH3:32])([O-:16])=[O:15].S(=O)(=O)(O)O.C1(C)C=CC=CC=1. The product is [N+:29]([C:19]1[CH:20]=[C:21]([S:23]([F:28])([F:24])([F:25])([F:26])[F:27])[CH:22]=[C:17]([N+:14]([O-:16])=[O:15])[C:18]=1[C:32]([OH:2])=[O:1])([O-:31])=[O:30]. (4) The catalyst is CN(C=O)C. The product is [CH3:26][C:23]1[CH:24]=[CH:25][C:20]([CH:5]([C:6]([O:8][C:9]([CH3:10])([CH3:11])[CH3:12])=[O:7])[C:4]([O:14][C:15]([CH3:18])([CH3:17])[CH3:16])=[O:13])=[C:21]([N+:27]([O-:29])=[O:28])[CH:22]=1. The yield is 0.655. The reactants are [H-].[H-].[Na+].[C:4]([O:14][C:15]([CH3:18])([CH3:17])[CH3:16])(=[O:13])[CH2:5][C:6]([O:8][C:9]([CH3:12])([CH3:11])[CH3:10])=[O:7].F[C:20]1[CH:25]=[CH:24][C:23]([CH3:26])=[CH:22][C:21]=1[N+:27]([O-:29])=[O:28]. (5) The reactants are [CH:1]1([NH2:7])[CH2:6][CH2:5][CH2:4][CH2:3][CH2:2]1.C([O:10][C:11]([C:13]1[C:14](=[O:32])[N:15]([CH2:24][C:25]2[CH:30]=[CH:29][C:28]([F:31])=[CH:27][CH:26]=2)[C:16]2[C:21]([C:22]=1[OH:23])=[CH:20][CH:19]=[CH:18][CH:17]=2)=O)C. The catalyst is C1(C)C=CC=CC=1.O. The product is [CH:1]1([NH:7][C:11]([C:13]2[C:14](=[O:32])[N:15]([CH2:24][C:25]3[CH:26]=[CH:27][C:28]([F:31])=[CH:29][CH:30]=3)[C:16]3[C:21]([C:22]=2[OH:23])=[CH:20][CH:19]=[CH:18][CH:17]=3)=[O:10])[CH2:6][CH2:5][CH2:4][CH2:3][CH2:2]1. The yield is 0.870. (6) The reactants are [CH3:1][C:2]1[CH:11]=[C:10]2[C:5]([C:6](=O)[CH2:7][C@H:8]([C:12]3[CH:13]=[C:14]([CH:19]=[CH:20][CH:21]=3)[C:15]([O:17][CH3:18])=[O:16])[O:9]2)=[CH:4][CH:3]=1.C([O-])(=O)C.[Na+].[CH3:28][O:29][NH2:30].Cl. The catalyst is CO. The product is [CH3:28][O:29][N:30]=[C:6]1[C:5]2[C:10](=[CH:11][C:2]([CH3:1])=[CH:3][CH:4]=2)[O:9][C@@H:8]([C:12]2[CH:13]=[C:14]([CH:19]=[CH:20][CH:21]=2)[C:15]([O:17][CH3:18])=[O:16])[CH2:7]1. The yield is 0.990. (7) The reactants are [Cl:1][C:2]1[CH:3]=[C:4]([NH2:20])[C:5]([NH2:19])=[CH:6][C:7]=1[C:8]1[CH:13]=[CH:12][C:11]([C:14]([F:17])([F:16])[F:15])=[CH:10][C:9]=1[Cl:18]. The catalyst is C(O)(C(F)(F)F)=O.Cl. The product is [Cl:1][C:2]1[C:7]([C:8]2[CH:13]=[CH:12][C:11]([C:14]([F:17])([F:15])[F:16])=[CH:10][C:9]=2[Cl:18])=[CH:6][C:5]2[NH:19][C:11]([C:14]([F:17])([F:16])[F:15])=[N:20][C:4]=2[CH:3]=1. The yield is 0.870.